This data is from Catalyst prediction with 721,799 reactions and 888 catalyst types from USPTO. The task is: Predict which catalyst facilitates the given reaction. (1) Reactant: C(OC([N:8]1[CH2:13][CH:12]([CH3:14])[N:11]([CH2:15][C:16]2[CH:25]=[C:24]3[C:19]([C:20]([NH2:26])=[N:21][CH:22]=[N:23]3)=[CH:18][CH:17]=2)[C:10](=[O:27])[CH:9]1[CH2:28][CH2:29][CH3:30])=O)(C)(C)C.Cl. Product: [NH2:26][C:20]1[C:19]2[C:24](=[CH:25][C:16]([CH2:15][N:11]3[CH:12]([CH3:14])[CH2:13][NH:8][CH:9]([CH2:28][CH2:29][CH3:30])[C:10]3=[O:27])=[CH:17][CH:18]=2)[N:23]=[CH:22][N:21]=1. The catalyst class is: 25. (2) Reactant: [CH3:1][N:2]1[CH2:5][C:4]2([CH2:14][C:13](=[O:15])[C:12]3[C:7](=[CH:8][CH:9]=[C:10](/[CH:16]=[CH:17]/[C:18](O)=[O:19])[CH:11]=3)[O:6]2)[CH2:3]1.C(Cl)CCl.C1C=CC2N(O)N=NC=2C=1.[NH2:35][O:36][CH:37]1[CH2:42][CH2:41][CH2:40][CH2:39][O:38]1. Product: [CH3:1][N:2]1[CH2:3][C:4]2([CH2:14][C:13](=[O:15])[C:12]3[C:7](=[CH:8][CH:9]=[C:10](/[CH:16]=[CH:17]/[C:18]([NH:35][O:36][CH:37]4[CH2:42][CH2:41][CH2:40][CH2:39][O:38]4)=[O:19])[CH:11]=3)[O:6]2)[CH2:5]1. The catalyst class is: 2. (3) Reactant: C([N-]C(C)C)(C)C.[Li+].[S:9]1[CH:13]=[CH:12][CH:11]=[C:10]1[C:14]([O:16][CH2:17][CH3:18])=[O:15].[C:19]([C:27]1[CH:32]=[CH:31][CH:30]=[CH:29][CH:28]=1)(=[O:26])[C:20]1[CH:25]=[CH:24][CH:23]=[CH:22][CH:21]=1. Product: [OH:26][C:19]([C:20]1[CH:25]=[CH:24][CH:23]=[CH:22][CH:21]=1)([C:27]1[CH:32]=[CH:31][CH:30]=[CH:29][CH:28]=1)[C:13]1[S:9][C:10]([C:14]([O:16][CH2:17][CH3:18])=[O:15])=[CH:11][CH:12]=1. The catalyst class is: 1. (4) Reactant: Cl.Cl.[NH2:3][CH2:4][C@@:5]1([OH:13])[CH:10]2[CH2:11][CH2:12][N:7]([CH2:8][CH2:9]2)[CH2:6]1.[C:14]([O-:17])([O-])=[O:15].[Cs+].[Cs+].[Cl:20][C:21]1[CH:22]=[C:23]([C:27]2[CH:32]=[C:31]([N:33]=[C:34]=S)[N:30]=[CH:29][N:28]=2)[CH:24]=[CH:25][CH:26]=1.C(N=C=NC(C)C)(C)C. Product: [OH-:13].[NH4+:3].[C:14]([O:17][CH2:4][CH3:5])(=[O:15])[CH3:21].[Cl:20][C:21]1[CH:22]=[C:23]([C:27]2[N:28]=[CH:29][N:30]=[C:31]([NH:33][C:34]3[O:13][C@:5]4([CH2:4][N:3]=3)[CH:10]3[CH2:9][CH2:8][N:7]([CH2:12][CH2:11]3)[CH2:6]4)[CH:32]=2)[CH:24]=[CH:25][CH:26]=1. The catalyst class is: 405.